The task is: Binary Classification. Given a miRNA mature sequence and a target amino acid sequence, predict their likelihood of interaction.. This data is from Experimentally validated miRNA-target interactions with 360,000+ pairs, plus equal number of negative samples. (1) The miRNA is mmu-miR-219a-5p with sequence UGAUUGUCCAAACGCAAUUCU. The protein sequence of the target gene is MFAVHLMAFYFSKLKEDQIKKVDRFLYHMRLSDDTLLDIMRRFRAEMEKGLAKDTNPTAAVKMLPTFVRAIPDGSENGEFLSLDLGGSKFRVLKVQVAEEGKRHVQMESQFYPTPNEIIRGNGTELFEYVADCLADFMKTKDLKHKKLPLGLTFSFPCRQTKLEEGVLLSWTKKFKARGVQDTDVVSRLTKAMRRHKDMDVDILALVNDTVGTMMTCAYDDPYCEVGVIIGTGTNACYMEDMSNIDLVEGDEGRMCINTEWGAFGDDGALEDIRTEFDRELDLGSLNPGKQLFEKMISGL.... Result: 0 (no interaction). (2) The miRNA is hsa-miR-4303 with sequence UUCUGAGCUGAGGACAG. The protein sequence of the target gene is MAEDSESAASQQSLELDDQDTCGIDGDNEEETEHAKGSPGGYLGAKKKKKKQKRKKEKPNSGGTKSDSASDSQEIKIQQPSKNPSVPMQKLQDIQRAMELLSACQGPARNIDEAAKHRYQFWDTQPVPKLDEVITSHGAIEPDKDNVRQEPYSLPQGFMWDTLDLSDAEVLKELYTLLNENYVEDDDNMFRFDYSPEFLLWALRPPGWLLQWHCGVRVSSNKKLVGFISAIPANIRIYDSVKKMVEINFLCVHKKLRSKRVAPVLIREITRRVNLEGIFQAVYTAGVVLPKPIATCRYWH.... Result: 0 (no interaction). (3) The protein sequence of the target gene is MASLGHILVFCVGLLTMAKAESPKEHDPFTYDYQSLQIGGLVIAGILFILGILIVLSRRCRCKFNQQQRTGEPDEEEGTFRSSIRRLSTRRR. Result: 1 (interaction). The miRNA is hsa-miR-3180 with sequence UGGGGCGGAGCUUCCGGAG.